Dataset: Reaction yield outcomes from USPTO patents with 853,638 reactions. Task: Predict the reaction yield, written as a fraction of the theoretical maximum amount of product (1.0 means a 100% yield; for example, 0.34 means a 34% yield). (1) The reactants are [NH2:1]/[C:2](/[CH3:9])=[C:3](\[C:7]#[N:8])/[C:4](=[S:6])[NH2:5].OO. The catalyst is CO. The product is [NH2:5][C:4]1[S:6][N:1]=[C:2]([CH3:9])[C:3]=1[C:7]#[N:8]. The yield is 0.960. (2) The reactants are C[C:2]1[C:12](=[O:13])[C:11]2[CH:10]=[CH:9][CH:8]=[CH:7][C:6]=2[C:4](=[O:5])[CH:3]=1.[CH:14]([C:17]1[CH:22]=[CH:21][C:20]([CH2:23][C:24](O)=O)=[CH:19][CH:18]=1)([CH3:16])[CH3:15]. No catalyst specified. The product is [CH3:2][C:3]1[C:4](=[O:5])[CH:6]2[CH:11]([C:12](=[O:13])[C:24]=1[CH2:23][C:20]1[CH:19]=[CH:18][C:17]([CH:14]([CH3:15])[CH3:16])=[CH:22][CH:21]=1)[CH:10]=[CH:9][CH:8]=[CH:7]2. The yield is 0.580. (3) The reactants are [NH2:1][C:2]1[CH:7]=[CH:6][C:5]([F:8])=[CH:4][C:3]=1[NH:9][C:10](=O)[C:11]1[CH:16]=[C:15]([Br:17])[CH:14]=[CH:13][C:12]=1[Cl:18]. The catalyst is C(O)(=O)C. The product is [Br:17][C:15]1[CH:14]=[CH:13][C:12]([Cl:18])=[C:11]([C:10]2[NH:1][C:2]3[CH:7]=[CH:6][C:5]([F:8])=[CH:4][C:3]=3[N:9]=2)[CH:16]=1. The yield is 0.920. (4) The reactants are [F:1][C:2]1[CH:7]=[CH:6][C:5]([C:8]2[C:17]3[C:12](=[N:13][C:14]([C:18]([F:21])([F:20])[F:19])=[CH:15][CH:16]=3)[N:11]=[CH:10][CH:9]=2)=[CH:4][C:3]=1OS(C(F)(F)F)(=O)=O.[C:30]([C:33]1[CH:34]=[C:35](B(O)O)[CH:36]=[CH:37][CH:38]=1)(=[O:32])[CH3:31]. No catalyst specified. The product is [F:1][C:2]1[CH:7]=[CH:6][C:5]([C:8]2[C:17]3[C:12](=[N:13][C:14]([C:18]([F:21])([F:20])[F:19])=[CH:15][CH:16]=3)[N:11]=[CH:10][CH:9]=2)=[CH:4][C:3]=1[C:37]1[CH:36]=[CH:35][CH:34]=[C:33]([C:30](=[O:32])[CH3:31])[CH:38]=1. The yield is 0.600. (5) The reactants are [CH3:1][O:2][C:3]1[NH:4][C:5](=[O:27])[C:6]([CH2:12][C:13]2[CH:18]=[CH:17][C:16]([C:19]3[C:20]([C:25]#[N:26])=[CH:21][CH:22]=[CH:23][CH:24]=3)=[CH:15][CH:14]=2)=[C:7]([CH2:9][CH2:10][CH3:11])[N:8]=1.[CH:28]([O:31][C:32]1[CH:37]=[CH:36][C:35](B(O)O)=[CH:34][CH:33]=1)([CH3:30])[CH3:29].C(N(CC)CC)C.N1C=CC=CC=1. The catalyst is ClCCl.C(OCC)(=O)C.C([O-])(=O)C.[Cu+2].C([O-])(=O)C. The product is [CH:28]([O:31][C:32]1[CH:37]=[CH:36][C:35]([N:4]2[C:5](=[O:27])[C:6]([CH2:12][C:13]3[CH:18]=[CH:17][C:16]([C:19]4[C:20]([C:25]#[N:26])=[CH:21][CH:22]=[CH:23][CH:24]=4)=[CH:15][CH:14]=3)=[C:7]([CH2:9][CH2:10][CH3:11])[N:8]=[C:3]2[O:2][CH3:1])=[CH:34][CH:33]=1)([CH3:30])[CH3:29]. The yield is 0.820. (6) The reactants are [NH2:1][C:2]1[CH:7]=[CH:6][C:5]([OH:8])=[CH:4][CH:3]=1.Cl[C:10]1[CH:15]=[CH:14][N:13]=[C:12]([C:16]#[N:17])[CH:11]=1. The catalyst is CN(C)C(=O)C. The product is [NH2:1][C:2]1[CH:7]=[CH:6][C:5]([O:8][C:10]2[CH:15]=[CH:14][N:13]=[C:12]([C:16]#[N:17])[CH:11]=2)=[CH:4][CH:3]=1. The yield is 0.250. (7) The reactants are [CH2:1]([O:3][C:4](=[O:15])[CH:5]([OH:14])[CH:6]([C:8]1[CH:13]=[CH:12][CH:11]=[CH:10][CH:9]=1)[NH2:7])[CH3:2].C(O)(=O)[C@@H]([C@H](C(O)=O)O)O. The catalyst is C(O)C. The product is [CH2:1]([O:3][C:4](=[O:15])[C@H:5]([OH:14])[C@@H:6]([C:8]1[CH:13]=[CH:12][CH:11]=[CH:10][CH:9]=1)[NH2:7])[CH3:2]. The yield is 0.383. (8) The reactants are [F:1][C:2]1[CH:3]=[C:4]([CH:19]=[C:20]([F:22])[CH:21]=1)[C:5]([C:7]12[CH2:14][CH2:13][C:10]([C:15]([O:17]C)=[O:16])([CH2:11][CH2:12]1)[CH2:9][CH2:8]2)=[O:6].[OH-].[Na+].O. The catalyst is CO. The product is [F:1][C:2]1[CH:3]=[C:4]([CH:19]=[C:20]([F:22])[CH:21]=1)[C:5]([C:7]12[CH2:8][CH2:9][C:10]([C:15]([OH:17])=[O:16])([CH2:13][CH2:14]1)[CH2:11][CH2:12]2)=[O:6]. The yield is 0.840. (9) The reactants are Br[C:2]1[CH:3]=[C:4]([CH:20]=[CH:21][CH:22]=1)[CH2:5][S:6]([NH:9][C:10]1[CH:18]=[CH:17][C:13]([C:14]([OH:16])=[O:15])=[C:12]([OH:19])[CH:11]=1)(=[O:8])=[O:7].[O:23]1[C:27]2[CH:28]=[CH:29][C:30](B(O)O)=[CH:31][C:26]=2[CH2:25][CH2:24]1.CCN(C(C)C)C(C)C.C(Cl)Cl. The catalyst is C1C=CC(P(C2C=CC=CC=2)[C-]2C=CC=C2)=CC=1.C1C=CC(P(C2C=CC=CC=2)[C-]2C=CC=C2)=CC=1.Cl[Pd]Cl.[Fe+2]. The product is [O:23]1[C:27]2[CH:28]=[CH:29][C:30]([C:2]3[CH:3]=[C:4]([CH:20]=[CH:21][CH:22]=3)[CH2:5][S:6]([NH:9][C:10]3[CH:18]=[CH:17][C:13]([C:14]([OH:16])=[O:15])=[C:12]([OH:19])[CH:11]=3)(=[O:8])=[O:7])=[CH:31][C:26]=2[CH2:25][CH2:24]1. The yield is 0.720. (10) The reactants are [OH:1][C:2]1[CH:7]=[CH:6][CH:5]=[CH:4][C:3]=1[C:8]1[O:12][N:11]=[C:10]([C:13]([OH:15])=O)[CH:9]=1.C1C=C[C:19]2N(O)N=[N:22][C:20]=2[CH:21]=1.C(Cl)CCl.C1(N)CC1. The catalyst is ClCCl. The product is [CH:20]1([NH:22][C:13]([C:10]2[CH:9]=[C:8]([C:3]3[CH:4]=[CH:5][CH:6]=[CH:7][C:2]=3[OH:1])[O:12][N:11]=2)=[O:15])[CH2:21][CH2:19]1. The yield is 0.250.